This data is from Full USPTO retrosynthesis dataset with 1.9M reactions from patents (1976-2016). The task is: Predict the reactants needed to synthesize the given product. (1) Given the product [ClH:1].[CH2:13]1[C:9]2[C:5](=[CH:4][C:3]([OH:2])=[CH:11][CH:10]=2)[CH2:6][CH2:7][NH:8]1, predict the reactants needed to synthesize it. The reactants are: [ClH:1].[OH:2][C:3]1[CH:4]=[C:5]([CH:9]=[CH:10][CH:11]=1)[CH2:6][CH2:7][NH2:8].Cl.[CH3:13]O. (2) Given the product [CH2:1]([NH:8][C@H:9]1[CH2:18][CH2:17][C:16]2[C:11](=[CH:12][CH:13]=[CH:14][C:15]=2[C:19]2[C:20]([CH3:26])=[N:21][N:22]([CH3:25])[C:23]=2[CH3:24])[CH2:10]1)[C:2]1[CH:7]=[CH:6][CH:5]=[CH:4][CH:3]=1, predict the reactants needed to synthesize it. The reactants are: [CH2:1]([N:8](C(C(C)(C)C)=O)[C@H:9]1[CH2:18][CH2:17][C:16]2[C:11](=[CH:12][CH:13]=[CH:14][C:15]=2[C:19]2[C:20]([CH3:26])=[N:21][N:22]([CH3:25])[C:23]=2[CH3:24])[CH2:10]1)[C:2]1[CH:7]=[CH:6][CH:5]=[CH:4][CH:3]=1.C(O)(C(F)(F)F)=O.O.